From a dataset of Peptide-MHC class I binding affinity with 185,985 pairs from IEDB/IMGT. Regression. Given a peptide amino acid sequence and an MHC pseudo amino acid sequence, predict their binding affinity value. This is MHC class I binding data. (1) The peptide sequence is GSAMGAASL. The MHC is Mamu-A07 with pseudo-sequence Mamu-A07. The binding affinity (normalized) is 0. (2) The peptide sequence is VTKSSSWKDV. The MHC is HLA-A02:03 with pseudo-sequence HLA-A02:03. The binding affinity (normalized) is 0.0163. (3) The peptide sequence is VHFRNQVKI. The MHC is HLA-B46:01 with pseudo-sequence HLA-B46:01. The binding affinity (normalized) is 0.0847.